This data is from NCI-60 drug combinations with 297,098 pairs across 59 cell lines. The task is: Regression. Given two drug SMILES strings and cell line genomic features, predict the synergy score measuring deviation from expected non-interaction effect. (1) Drug 1: C1=C(C(=O)NC(=O)N1)N(CCCl)CCCl. Drug 2: C1C(C(OC1N2C=NC3=C2NC=NCC3O)CO)O. Cell line: OVCAR-8. Synergy scores: CSS=12.4, Synergy_ZIP=-9.50, Synergy_Bliss=-8.87, Synergy_Loewe=-18.2, Synergy_HSA=-8.25. (2) Drug 1: CS(=O)(=O)C1=CC(=C(C=C1)C(=O)NC2=CC(=C(C=C2)Cl)C3=CC=CC=N3)Cl. Drug 2: CC1=C(C=C(C=C1)NC2=NC=CC(=N2)N(C)C3=CC4=NN(C(=C4C=C3)C)C)S(=O)(=O)N.Cl. Cell line: COLO 205. Synergy scores: CSS=0.172, Synergy_ZIP=10.4, Synergy_Bliss=17.5, Synergy_Loewe=6.95, Synergy_HSA=7.23.